Dataset: Full USPTO retrosynthesis dataset with 1.9M reactions from patents (1976-2016). Task: Predict the reactants needed to synthesize the given product. (1) Given the product [C:1]1([CH3:13])[CH:6]=[C:5]([CH3:7])[CH:4]=[C:3]([CH3:8])[C:2]=1[CH2:9][C:10]1[N:15]([CH3:14])[C:16]2[C:17]([C:18]([O:20][CH3:21])=[O:19])=[CH:22][CH:23]=[CH:24][C:25]=2[N:26]=1, predict the reactants needed to synthesize it. The reactants are: [C:1]1([CH3:13])[CH:6]=[C:5]([CH3:7])[CH:4]=[C:3]([CH3:8])[C:2]=1[CH2:9][C:10](O)=O.[CH3:14][NH:15][C:16]1[C:25]([N+:26]([O-])=O)=[CH:24][CH:23]=[CH:22][C:17]=1[C:18]([O:20][CH3:21])=[O:19]. (2) Given the product [Br:20][C:21]1[CH:22]=[C:23]2[C:28](=[CH:29][CH:30]=1)[CH:27]=[C:26]([S:31][C:10]1[CH:11]=[C:12]([C:17]([OH:16])=[O:18])[C:13](=[CH:19][CH:9]=1)[C:14]([OH:36])=[O:15])[CH:25]=[CH:24]2, predict the reactants needed to synthesize it. The reactants are: C(N(CC)CC)C.Br[C:9]1[CH:19]=[C:13]2[C:14]([O:16][C:17](=[O:18])[C:12]2=[CH:11][CH:10]=1)=[O:15].[Br:20][C:21]1[CH:22]=[C:23]2[C:28](=[CH:29][CH:30]=1)[CH:27]=[C:26]([SH:31])[CH:25]=[CH:24]2.CN(C=[O:36])C. (3) Given the product [C:26]([C:28]1[CH:33]=[CH:32][C:31]([C:2]2[CH:3]=[CH:4][C:5]([C@@H:8]3[CH2:12][N:11]([C:13]4[CH:18]=[CH:17][CH:16]=[CH:15][CH:14]=4)[CH2:10][C@H:9]3[NH:19][S:20]([CH:23]([CH3:25])[CH3:24])(=[O:21])=[O:22])=[CH:6][CH:7]=2)=[CH:30][CH:29]=1)#[N:27], predict the reactants needed to synthesize it. The reactants are: Br[C:2]1[CH:7]=[CH:6][C:5]([C@@H:8]2[CH2:12][N:11]([C:13]3[CH:18]=[CH:17][CH:16]=[CH:15][CH:14]=3)[CH2:10][C@H:9]2[NH:19][S:20]([CH:23]([CH3:25])[CH3:24])(=[O:22])=[O:21])=[CH:4][CH:3]=1.[C:26]([C:28]1[CH:33]=[CH:32][C:31](B(O)O)=[CH:30][CH:29]=1)#[N:27]. (4) Given the product [Br:1][C:2]1[C:3]([CH3:10])=[C:4]([S:16]([Cl:19])(=[O:17])=[O:13])[C:5]([Cl:8])=[N:6][CH:7]=1, predict the reactants needed to synthesize it. The reactants are: [Br:1][C:2]1[C:3]([CH3:10])=[C:4](N)[C:5]([Cl:8])=[N:6][CH:7]=1.Cl.N([O-])=[O:13].[Na+].[S:16]([Cl:19])(Cl)=[O:17]. (5) Given the product [Br:1][C:2]1[CH:3]=[C:4]2[C:17](=[CH:18][N:19]=1)[N:14]([CH:16]1[CH2:24][N:23]([CH3:26])[CH2:22]1)[CH:13]=[C:7]([C:8]([O:10][CH2:11][CH3:12])=[O:9])[C:5]2=[O:6], predict the reactants needed to synthesize it. The reactants are: [Br:1][C:2]1[CH:3]=[C:4]([C:17](F)=[CH:18][N:19]=1)[C:5]([C:7](=[CH:13][N:14]([CH3:16])C)[C:8]([O:10][CH2:11][CH3:12])=[O:9])=[O:6].Cl.[CH3:22][N:23]1[CH2:26]C(N)[CH2:24]1.C(=O)([O-])[O-].[K+].[K+]. (6) Given the product [C:1](/[C:3](/[C:27]1[CH:32]=[CH:31][C:30]([O:33][CH3:34])=[C:29]([O:35][CH3:36])[CH:28]=1)=[CH:4]\[C:5]1[S:9][C:8]([N:10]2[CH2:15][CH2:14][CH:13]([O:16][C:17](=[O:26])[CH2:18][N:19]3[CH2:21][CH2:22][CH2:23][CH2:24]3)[CH2:12][CH2:11]2)=[CH:7][CH:6]=1)#[N:2], predict the reactants needed to synthesize it. The reactants are: [C:1](/[C:3](/[C:27]1[CH:32]=[CH:31][C:30]([O:33][CH3:34])=[C:29]([O:35][CH3:36])[CH:28]=1)=[CH:4]\[C:5]1[S:9][C:8]([N:10]2[CH2:15][CH2:14][CH:13]([O:16][C:17](=[O:26])[CH2:18][N:19]3[CH2:24][CH2:23][CH:22](O)[CH2:21]C3)[CH2:12][CH2:11]2)=[CH:7][CH:6]=1)#[N:2].N1CCCC1. (7) The reactants are: C[O:2][C:3](=[O:36])[CH2:4][O:5][C:6]1[CH:11]=[CH:10][C:9]([O:12][CH2:13][C:14]#[C:15][C:16]2[CH:21]=[C:20]([C:22]#[C:23][C:24]3[CH:29]=[CH:28][C:27]([C:30]([F:33])([F:32])[F:31])=[CH:26][CH:25]=3)[CH:19]=[C:18]([Br:34])[CH:17]=2)=[CH:8][C:7]=1[CH3:35]. Given the product [Br:34][C:18]1[CH:17]=[C:16]([C:15]#[C:14][CH2:13][O:12][C:9]2[CH:10]=[CH:11][C:6]([O:5][CH2:4][C:3]([OH:36])=[O:2])=[C:7]([CH3:35])[CH:8]=2)[CH:21]=[C:20]([C:22]#[C:23][C:24]2[CH:29]=[CH:28][C:27]([C:30]([F:32])([F:33])[F:31])=[CH:26][CH:25]=2)[CH:19]=1, predict the reactants needed to synthesize it.